This data is from Forward reaction prediction with 1.9M reactions from USPTO patents (1976-2016). The task is: Predict the product of the given reaction. (1) Given the reactants Cl.[Cl:2][C:3]1[CH:11]=[C:10]([O:12][CH:13]2[CH2:18][CH2:17][N:16]([CH:19]([CH3:21])[CH3:20])[CH2:15][CH2:14]2)[CH:9]=[CH:8][C:4]=1[C:5](Cl)=[O:6].CC[N:24]([CH2:27][C:28]1[CH:33]=[CH:32][CH:31]=[CH:30][CH:29]=1)[CH2:25]C.C=CC1C=CC=CC=1.C=CC1C=CC(C=C)=CC=1.C1C2C(=CC=CC=2)CN1, predict the reaction product. The product is: [ClH:2].[Cl:2][C:3]1[CH:11]=[C:10]([O:12][CH:13]2[CH2:18][CH2:17][N:16]([CH:19]([CH3:21])[CH3:20])[CH2:15][CH2:14]2)[CH:9]=[CH:8][C:4]=1[C:5]([N:24]1[CH2:25][C:29]2[C:28](=[CH:33][CH:32]=[CH:31][CH:30]=2)[CH2:27]1)=[O:6]. (2) Given the reactants [OH-].[K+:2].C[O:4][C:5]([C:7]1[CH:8]=[C:9]([C:17]#[C:18][C:19]2[CH:24]=[CH:23][CH:22]=[CH:21][CH:20]=2)[CH:10]=[C:11]([C:13]([O:15]C)=[O:14])[CH:12]=1)=[O:6], predict the reaction product. The product is: [C:19]1([C:18]#[C:17][C:9]2[CH:10]=[C:11]([C:13]([O-:15])=[O:14])[CH:12]=[C:7]([CH:8]=2)[C:5]([O-:6])=[O:4])[CH:24]=[CH:23][CH:22]=[CH:21][CH:20]=1.[K+:2].[K+:2]. (3) The product is: [CH3:82][C:81]([NH:30][C:29]([C:26]1[CH:27]=[C:28]2[C:23](=[CH:24][CH:25]=1)[NH:22][N:21]=[C:20]2[C:15]1[CH:14]=[CH:13][C:12]2[C:17](=[CH:18][CH:19]=[C:10]([O:9][CH2:8][CH:4]3[CH2:5][CH2:6][CH2:7][N:3]3[CH2:1][CH3:2])[CH:11]=2)[CH:16]=1)=[O:55])([CH3:83])[CH2:84][CH3:85]. Given the reactants [CH2:1]([N:3]1[CH2:7][CH2:6][CH2:5][CH:4]1[CH2:8][O:9][C:10]1[CH:11]=[C:12]2[C:17](=[CH:18][CH:19]=1)[CH:16]=[C:15]([C:20]1[C:28]3[C:23](=[CH:24][CH:25]=[C:26]([C:29]#[N:30])[CH:27]=3)[N:22](C3CCCCO3)[N:21]=1)[CH:14]=[CH:13]2)[CH3:2].[OH-].[K+].F[P-](F)(F)(F)(F)F.N1([O:55]C(N(C)C)=[N+](C)C)C2C=CC=CC=2N=N1.O.ON1C2C=CC=CC=2N=N1.C(N(CC)CC)C.[C:81](N)([CH2:84][CH3:85])([CH3:83])[CH3:82], predict the reaction product. (4) Given the reactants [OH:1][C:2]([C:8]1[CH:9]=[C:10]2[C:33](=[CH:34][CH:35]=1)[C:14]1=[N:15][O:16][C:17]([C:18]3[C:22]([C:23]([F:26])([F:25])[F:24])=[C:21]([C:27]4[CH:32]=[CH:31][CH:30]=[CH:29][CH:28]=4)[O:20][N:19]=3)=[C:13]1[CH2:12][CH2:11]2)([CH3:7])[C:3]([O:5]C)=[O:4], predict the reaction product. The product is: [OH:1][C:2]([C:8]1[CH:9]=[C:10]2[C:33](=[CH:34][CH:35]=1)[C:14]1=[N:15][O:16][C:17]([C:18]3[C:22]([C:23]([F:24])([F:26])[F:25])=[C:21]([C:27]4[CH:28]=[CH:29][CH:30]=[CH:31][CH:32]=4)[O:20][N:19]=3)=[C:13]1[CH2:12][CH2:11]2)([CH3:7])[C:3]([OH:5])=[O:4]. (5) Given the reactants [CH2:1]([O:5][C:6]1[N:14]=[C:13]2[C:9]([N:10]=[C:11]([O:21]C)[N:12]2[CH2:15][CH2:16][CH2:17][CH2:18][CH2:19]Cl)=[C:8]([NH2:23])[N:7]=1)[CH2:2][CH2:3][CH3:4].[CH:24]1([CH2:27][N:28]2[CH2:33][CH2:32][NH:31][CH2:30][CH2:29]2)[CH2:26][CH2:25]1, predict the reaction product. The product is: [NH2:23][C:8]1[N:7]=[C:6]([O:5][CH2:1][CH2:2][CH2:3][CH3:4])[N:14]=[C:13]2[C:9]=1[NH:10][C:11](=[O:21])[N:12]2[CH2:15][CH2:16][CH2:17][CH2:18][CH2:19][N:31]1[CH2:32][CH2:33][N:28]([CH2:27][CH:24]2[CH2:26][CH2:25]2)[CH2:29][CH2:30]1. (6) The product is: [NH2:13][C:3]1[CH:4]=[C:5]([NH:8][S:9]([CH3:12])(=[O:11])=[O:10])[CH:6]=[CH:7][C:2]=1[NH2:1]. Given the reactants [NH2:1][C:2]1[CH:7]=[CH:6][C:5]([NH:8][S:9]([CH3:12])(=[O:11])=[O:10])=[CH:4][C:3]=1[N+:13]([O-])=O.[BH4-].[Na+].[NH4+].[Cl-], predict the reaction product.